This data is from Full USPTO retrosynthesis dataset with 1.9M reactions from patents (1976-2016). The task is: Predict the reactants needed to synthesize the given product. (1) Given the product [NH2:11][C:10]1[N:9]([C:12]2[CH:17]=[C:16]([N:18]([C:20]([O:22][C:23]([CH3:25])([CH3:26])[CH3:24])=[O:21])[CH3:19])[N:15]=[CH:14][N:13]=2)[N:8]=[CH:7][C:6]=1[C:4]([OH:5])=[O:3], predict the reactants needed to synthesize it. The reactants are: C([O:3][C:4]([C:6]1[CH:7]=[N:8][N:9]([C:12]2[CH:17]=[C:16]([N:18]([C:20]([O:22][C:23]([CH3:26])([CH3:25])[CH3:24])=[O:21])[CH3:19])[N:15]=[CH:14][N:13]=2)[C:10]=1[NH2:11])=[O:5])C.[OH-].[Li+].Cl. (2) Given the product [CH3:29][N:5]1[CH2:4][CH2:3][N:2]([C:8]2[NH:9][C:10]([C:15]3[CH:20]=[CH:19][N:18]=[C:17](/[CH:21]=[CH:22]/[C:23]4[CH:28]=[CH:27][CH:26]=[CH:25][CH:24]=4)[CH:16]=3)=[CH:11][C:12]=2[C:13]#[N:14])[CH2:7][CH2:6]1, predict the reactants needed to synthesize it. The reactants are: Cl.[N:2]1([C:8]2[NH:9][C:10]([C:15]3[CH:20]=[CH:19][N:18]=[C:17](/[CH:21]=[CH:22]/[C:23]4[CH:28]=[CH:27][CH:26]=[CH:25][CH:24]=4)[CH:16]=3)=[CH:11][C:12]=2[C:13]#[N:14])[CH2:7][CH2:6][NH:5][CH2:4][CH2:3]1.[CH3:29]C(O)=O.C=O.[BH3-]C#N.[Na+]. (3) Given the product [N:30]1([C:19]([C:18]2[CH:17]=[C:16]([CH:24]=[CH:23][CH:22]=2)[CH2:15][O:14][NH:13][C:11](=[O:12])[C:10]2[CH:25]=[CH:26][CH:27]=[CH:28][C:9]=2[NH:8][CH2:7][C:4]2[CH:3]=[CH:2][N:1]=[CH:6][CH:5]=2)=[O:20])[CH2:35][CH2:34][O:33][CH2:32][CH2:31]1, predict the reactants needed to synthesize it. The reactants are: [N:1]1[CH:6]=[CH:5][C:4]([CH2:7][NH:8][C:9]2[CH:28]=[CH:27][CH:26]=[CH:25][C:10]=2[C:11]([NH:13][O:14][CH2:15][C:16]2[CH:17]=[C:18]([CH:22]=[CH:23][CH:24]=2)[C:19](O)=[O:20])=[O:12])=[CH:3][CH:2]=1.Cl.[NH:30]1[CH2:35][CH2:34][O:33][CH2:32][CH2:31]1. (4) Given the product [O:8]1[C:12]2[CH:13]=[CH:14][C:15]([C:17]3[CH:22]=[CH:21][C:20]([C:23]4[N:27]([CH2:28][C@@H:29]5[CH2:33][CH2:32][N:31]([C:52]([C:49]6([CH3:48])[CH2:51][CH2:50]6)=[O:53])[CH2:30]5)[C:26](=[O:34])[C:25]5([CH2:38][CH2:37][CH2:36][CH2:35]5)[N:24]=4)=[CH:19][CH:18]=3)=[CH:16][C:11]=2[CH:10]=[CH:9]1, predict the reactants needed to synthesize it. The reactants are: OC(C(F)(F)F)=O.[O:8]1[C:12]2[CH:13]=[CH:14][C:15]([C:17]3[CH:22]=[CH:21][C:20]([C:23]4[N:27]([CH2:28][C@@H:29]5[CH2:33][CH2:32][NH:31][CH2:30]5)[C:26](=[O:34])[C:25]5([CH2:38][CH2:37][CH2:36][CH2:35]5)[N:24]=4)=[CH:19][CH:18]=3)=[CH:16][C:11]=2[CH:10]=[CH:9]1.CCN(C(C)C)C(C)C.[CH3:48][C:49]1([C:52](Cl)=[O:53])[CH2:51][CH2:50]1. (5) Given the product [C:28]([C:27]1[CH:30]=[CH:31][C:24]([N:23]2[C:18]3([CH2:22][CH2:21][CH2:20][CH2:19]3)[C:16](=[O:34])[N:1]([C:4]3[CH:11]=[CH:10][C:7]([C:8]#[N:9])=[C:6]([C:12]([F:13])([F:15])[F:14])[CH:5]=3)[C:2]2=[S:3])=[CH:25][C:26]=1[F:32])#[N:29], predict the reactants needed to synthesize it. The reactants are: [N:1]([C:4]1[CH:11]=[CH:10][C:7]([C:8]#[N:9])=[C:6]([C:12]([F:15])([F:14])[F:13])[CH:5]=1)=[C:2]=[S:3].[C:16]([C:18]1([NH:23][C:24]2[CH:31]=[CH:30][C:27]([C:28]#[N:29])=[C:26]([F:32])[CH:25]=2)[CH2:22][CH2:21][CH2:20][CH2:19]1)#N.C[OH:34].O. (6) Given the product [Cl:1][C:2]1[S:6][C:5]([C:7]2[N:11]([CH2:12][C:13]3[CH:18]=[CH:17][CH:16]=[CH:15][C:14]=3[F:19])[C:10](=[O:20])[N:9]([CH2:22][C:23]([O:25][CH2:26][CH3:27])=[O:24])[CH:8]=2)=[CH:4][CH:3]=1, predict the reactants needed to synthesize it. The reactants are: [Cl:1][C:2]1[S:6][C:5]([C:7]2[N:11]([CH2:12][C:13]3[CH:18]=[CH:17][CH:16]=[CH:15][C:14]=3[F:19])[C:10](=[O:20])[NH:9][CH:8]=2)=[CH:4][CH:3]=1.Cl[CH2:22][C:23]([O:25][CH2:26][CH3:27])=[O:24].C(=O)([O-])[O-].[K+].[K+]. (7) Given the product [Cl:1][C:2]1[CH:7]=[CH:6][CH:5]=[CH:4][C:3]=1[N:8]1[C:9](/[CH:23]=[CH:24]/[C:25]2[O:30][C:29]([C:31]3[CH:36]=[CH:35][N:34]=[C:33]([O:37][CH3:38])[CH:32]=3)=[N:28][N:27]=2)=[N:10][N:11]=[C:12]1[C:13]1[CH:18]=[CH:17][C:16]([S:19]([CH3:22])(=[O:20])=[O:21])=[CH:15][N:14]=1, predict the reactants needed to synthesize it. The reactants are: [Cl:1][C:2]1[CH:7]=[CH:6][CH:5]=[CH:4][C:3]=1[N:8]1[C:12]([C:13]2[CH:18]=[CH:17][C:16]([S:19]([CH3:22])(=[O:21])=[O:20])=[CH:15][N:14]=2)=[N:11][N:10]=[C:9]1/[CH:23]=[CH:24]/[C:25]([NH:27][NH:28][C:29]([C:31]1[CH:36]=[CH:35][N:34]=[C:33]([O:37][CH3:38])[CH:32]=1)=[O:30])=O.C1(P(C2C=CC=CC=2)C2C=CC=CC=2)C=CC=CC=1.C(Br)(Br)(Br)Br.C(N(CC)CC)C. (8) Given the product [Cl:1][C:2]1[CH:3]=[CH:4][C:5]([C:27]#[N:28])=[C:6]([C:8]2[C:13]([O:14][CH3:15])=[CH:12][N:11]([CH:16]([CH2:20][C@H:21]3[CH2:25][CH2:24][CH2:23][O:22]3)[C:17]([NH:29][C:30]3[CH:42]=[CH:41][C:33]([C:34]([O:36][C:37]([CH3:38])([CH3:39])[CH3:40])=[O:35])=[CH:32][CH:31]=3)=[O:19])[C:10](=[O:26])[CH:9]=2)[CH:7]=1, predict the reactants needed to synthesize it. The reactants are: [Cl:1][C:2]1[CH:3]=[CH:4][C:5]([C:27]#[N:28])=[C:6]([C:8]2[C:13]([O:14][CH3:15])=[CH:12][N:11]([CH:16]([CH2:20][C@H:21]3[CH2:25][CH2:24][CH2:23][O:22]3)[C:17]([OH:19])=O)[C:10](=[O:26])[CH:9]=2)[CH:7]=1.[NH2:29][C:30]1[CH:42]=[CH:41][C:33]([C:34]([O:36][C:37]([CH3:40])([CH3:39])[CH3:38])=[O:35])=[CH:32][CH:31]=1.